From a dataset of Full USPTO retrosynthesis dataset with 1.9M reactions from patents (1976-2016). Predict the reactants needed to synthesize the given product. Given the product [Br:1][C:2]1[CH:24]=[CH:23][C:22]([F:25])=[CH:21][C:3]=1[O:4][C:5]1[CH:6]=[CH:7][C:8]([C:9]2[O:18][CH2:17][CH:12]([C:13]([O:15][CH3:16])=[O:14])[N:11]=2)=[CH:19][CH:20]=1, predict the reactants needed to synthesize it. The reactants are: [Br:1][C:2]1[CH:24]=[CH:23][C:22]([F:25])=[CH:21][C:3]=1[O:4][C:5]1[CH:20]=[CH:19][C:8]([C:9]([NH:11][CH:12]([CH2:17][OH:18])[C:13]([O:15][CH3:16])=[O:14])=O)=[CH:7][CH:6]=1.C1(P(C2C=CC=CC=2)C2C=CC=CC=2)C=CC=CC=1.CCN(C(C)C)C(C)C.C([O-])(O)=O.[Na+].